This data is from Full USPTO retrosynthesis dataset with 1.9M reactions from patents (1976-2016). The task is: Predict the reactants needed to synthesize the given product. (1) The reactants are: [N:1]1([CH2:10][CH2:11][C:12]([OH:14])=O)[C:9]2[C:4](=[CH:5][CH:6]=[CH:7][CH:8]=2)[CH:3]=[N:2]1.CCN(C(C)C)C(C)C.CN(C(ON1N=NC2C=CC=CC1=2)=[N+](C)C)C.[B-](F)(F)(F)F.Cl.C([O:49][C:50](=[O:70])[CH2:51][O:52][C:53]1[CH:58]=[CH:57][C:56]([Cl:59])=[CH:55][C:54]=1[CH:60]1[C:68]2[C:63](=[CH:64][C:65]([F:69])=[CH:66][CH:67]=2)[CH2:62][NH:61]1)C. Given the product [Cl:59][C:56]1[CH:57]=[CH:58][C:53]([O:52][CH2:51][C:50]([OH:70])=[O:49])=[C:54]([CH:60]2[C:68]3[C:63](=[CH:64][C:65]([F:69])=[CH:66][CH:67]=3)[CH2:62][N:61]2[C:12](=[O:14])[CH2:11][CH2:10][N:1]2[C:9]3[C:4](=[CH:5][CH:6]=[CH:7][CH:8]=3)[CH:3]=[N:2]2)[CH:55]=1, predict the reactants needed to synthesize it. (2) Given the product [CH3:40][N:41]([CH3:52])[CH2:42][CH2:43][N:44]1[CH2:45][CH2:46][CH:47]([N:50]([CH3:55])[C:51](=[O:53])[NH:11][C:12]2[CH:17]=[C:16]([O:18][C:19]3[CH:24]=[CH:23][C:22]([NH:25][C:26](=[O:35])[O:27][CH2:28][C:29]4[CH:34]=[CH:33][CH:32]=[CH:31][CH:30]=4)=[C:21]([F:36])[CH:20]=3)[CH:15]=[CH:14][N:13]=2)[CH2:48][CH2:49]1, predict the reactants needed to synthesize it. The reactants are: ClC(OC1C=CC=CC=1)=O.[NH2:11][C:12]1[CH:17]=[C:16]([O:18][C:19]2[CH:24]=[CH:23][C:22]([NH:25][C:26](=[O:35])[O:27][CH2:28][C:29]3[CH:34]=[CH:33][CH:32]=[CH:31][CH:30]=3)=[C:21]([F:36])[CH:20]=2)[CH:15]=[CH:14][N:13]=1.Cl.Cl.Cl.[CH3:40][N:41]([CH3:52])[CH2:42][CH2:43][N:44]1[CH2:49][CH2:48][CH:47]([NH:50][CH3:51])[CH2:46][CH2:45]1.[OH-:53].[Na+].[CH3:55]O. (3) The reactants are: ClC1C=CC=C(C(OO)=[O:9])C=1Cl.[C:13]([NH:17][C:18]([C:20]1[CH:24]=[C:23]([C:25]2[CH:30]=[CH:29][CH:28]=[CH:27][N:26]=2)[N:22]([C:31]2[S:32][C:33]([S:36][CH2:37][CH3:38])=[N:34][N:35]=2)[N:21]=1)=[O:19])([CH3:16])([CH3:15])[CH3:14].S([O-])([O-])(=O)=S.[Na+].[Na+].C(=O)(O)[O-].[Na+]. Given the product [C:13]([NH:17][C:18]([C:20]1[CH:24]=[C:23]([C:25]2[CH:30]=[CH:29][CH:28]=[CH:27][N:26]=2)[N:22]([C:31]2[S:32][C:33]([S:36]([CH2:37][CH3:38])=[O:9])=[N:34][N:35]=2)[N:21]=1)=[O:19])([CH3:16])([CH3:15])[CH3:14], predict the reactants needed to synthesize it. (4) Given the product [OH:45][NH:36][C:3](=[O:4])[C:2]([CH3:6])([NH:7][S:8]([C:11]1[S:12][C:13]([C:16]2[CH:21]=[CH:20][CH:19]=[CH:18][N:17]=2)=[CH:14][CH:15]=1)(=[O:10])=[O:9])[CH3:1].[CH3:6][C:2]([NH:7][S:8]([C:11]1[S:12][C:13]([C:16]2[CH:21]=[CH:20][CH:19]=[CH:18][N:17]=2)=[CH:14][CH:15]=1)(=[O:10])=[O:9])([CH3:1])[C:3]([NH:62][O:61][CH2:60][CH2:59][Si:58]([CH3:64])([CH3:63])[CH3:57])=[O:5], predict the reactants needed to synthesize it. The reactants are: [CH3:1][C:2]([NH:7][S:8]([C:11]1[S:12][C:13]([C:16]2[CH:21]=[CH:20][CH:19]=[CH:18][N:17]=2)=[CH:14][CH:15]=1)(=[O:10])=[O:9])([CH3:6])[C:3]([OH:5])=[O:4].C(N(CC)CC)C.F[P-](F)(F)(F)(F)F.[N:36]1([O:45][P+](N(C)C)(N(C)C)N(C)C)C2C=CC=CC=2N=N1.Cl.[CH3:57][Si:58]([CH3:64])([CH3:63])[CH2:59][CH2:60][O:61][NH2:62]. (5) Given the product [Cl:34][C:23]1[CH:22]=[CH:21][C:20]([NH:19][C:4](=[O:6])[C:3]2[CH:7]=[CH:8][C:9]([N:11]3[CH2:16][CH2:15][O:14][CH2:13][S:12]3(=[O:18])=[O:17])=[CH:10][C:2]=2[Cl:1])=[CH:25][C:24]=1[NH:26][C:27]([C:29]1[S:30][CH:31]=[CH:32][N:33]=1)=[O:28], predict the reactants needed to synthesize it. The reactants are: [Cl:1][C:2]1[CH:10]=[C:9]([N:11]2[CH2:16][CH2:15][O:14][CH2:13][S:12]2(=[O:18])=[O:17])[CH:8]=[CH:7][C:3]=1[C:4]([OH:6])=O.[NH2:19][C:20]1[CH:21]=[CH:22][C:23]([Cl:34])=[C:24]([NH:26][C:27]([C:29]2[S:30][CH:31]=[CH:32][N:33]=2)=[O:28])[CH:25]=1.CN(C(ON1N=NC2C=CC=NC1=2)=[N+](C)C)C.F[P-](F)(F)(F)(F)F.CCN(C(C)C)C(C)C.